Dataset: Catalyst prediction with 721,799 reactions and 888 catalyst types from USPTO. Task: Predict which catalyst facilitates the given reaction. (1) Reactant: C1C=C(Cl)C=C(C(OO)=[O:9])C=1.[CH:12]1[CH:21]=[CH:20][CH:19]=[C:18]2[C:13]=1[C:14]1[N:24]3[CH2:25][CH2:26][N:27]([C:29]([O:31][C:32]([CH3:35])([CH3:34])[CH3:33])=[O:30])[CH2:28][C:23]3=[N:22][C:15]=1[CH:16]=[N:17]2.C(=O)([O-])[O-].[Na+].[Na+]. The catalyst class is: 22. Product: [O-:9][N+:17]1[C:18]2[C:13](=[CH:12][CH:21]=[CH:20][CH:19]=2)[C:14]2[N:24]3[CH2:25][CH2:26][N:27]([C:29]([O:31][C:32]([CH3:35])([CH3:34])[CH3:33])=[O:30])[CH2:28][C:23]3=[N:22][C:15]=2[CH:16]=1. (2) Reactant: [Si](OC([NH:11][C@@H:12]1[CH2:20][C:19]2[C:14](=[CH:15][CH:16]=[CH:17][CH:18]=2)[C@H:13]1[CH2:21][O:22][CH2:23][C:24]([O:26][C:27]([CH3:30])([CH3:29])[CH3:28])=[O:25])=O)(C(C)(C)C)(C)C.[F-].C([N+](CCCC)(CCCC)CCCC)CCC.[Cl-].[NH4+]. Product: [C:27]([O:26][C:24](=[O:25])[CH2:23][O:22][CH2:21][C@@H:13]1[C:14]2[C:19](=[CH:18][CH:17]=[CH:16][CH:15]=2)[CH2:20][C@H:12]1[NH2:11])([CH3:30])([CH3:28])[CH3:29]. The catalyst class is: 1. (3) Reactant: [C:1]([NH:8][CH2:9][CH:10]([OH:20])[CH2:11][NH:12][C:13]([O:15][C:16]([CH3:19])([CH3:18])[CH3:17])=[O:14])([O:3][C:4]([CH3:7])([CH3:6])[CH3:5])=[O:2].C(N(CC)CC)C.[CH3:28][S:29](Cl)(=[O:31])=[O:30].O. Product: [C:13]([NH:12][CH2:11][CH:10]([O:20][S:29]([CH3:28])(=[O:31])=[O:30])[CH2:9][NH:8][C:1]([O:3][C:4]([CH3:7])([CH3:6])[CH3:5])=[O:2])([O:15][C:16]([CH3:19])([CH3:18])[CH3:17])=[O:14]. The catalyst class is: 2. (4) Reactant: [N:1]([C:4]1[CH:9]=[C:8]([CH2:10][C:11]([O:13][CH2:14][CH3:15])=[O:12])[CH:7]=[CH:6][C:5]=1[C:16]1[CH:21]=[CH:20][CH:19]=[CH:18][CH:17]=1)=[C:2]=[O:3].[OH:22][C@H:23]1[CH2:28][CH2:27][C@H:26]([NH:29][C:30](=[O:36])[O:31][C:32]([CH3:35])([CH3:34])[CH3:33])[CH2:25][CH2:24]1. Product: [C:32]([O:31][C:30]([NH:29][C@H:26]1[CH2:27][CH2:28][C@H:23]([O:22][C:2]([NH:1][C:4]2[CH:9]=[C:8]([CH2:10][C:11]([O:13][CH2:14][CH3:15])=[O:12])[CH:7]=[CH:6][C:5]=2[C:16]2[CH:21]=[CH:20][CH:19]=[CH:18][CH:17]=2)=[O:3])[CH2:24][CH2:25]1)=[O:36])([CH3:33])([CH3:35])[CH3:34]. The catalyst class is: 11. (5) Reactant: [Cl:1][CH:2]([C:8](=[O:12])[CH2:9][CH2:10][CH3:11])[C:3]([O:5][CH2:6][CH3:7])=[O:4].C(N(CC)CC)C.C(O)=O. Product: [Cl:1][CH:2]([CH:8]([OH:12])[CH2:9][CH2:10][CH3:11])[C:3]([O:5][CH2:6][CH3:7])=[O:4]. The catalyst class is: 159. (6) Reactant: [C:1]([O:5][C:6](=[O:37])[C@@H:7]([NH:29][C:30]([O:32][C:33]([CH3:36])([CH3:35])[CH3:34])=[O:31])[CH2:8][CH2:9][C:10]([C:22]([O:24][C:25]([CH3:28])([CH3:27])[CH3:26])=[O:23])([CH2:14][C:15]1[CH:20]=[CH:19][C:18]([OH:21])=[CH:17][N:16]=1)C(O)=O)([CH3:4])([CH3:3])[CH3:2]. Product: [C:33]([O:32][C:30]([NH:29][C@@H:7]([CH2:8][CH2:9][CH:10]([CH2:14][C:15]1[CH:20]=[CH:19][C:18]([OH:21])=[CH:17][N:16]=1)[C:22]([O:24][C:25]([CH3:26])([CH3:27])[CH3:28])=[O:23])[C:6]([O:5][C:1]([CH3:4])([CH3:2])[CH3:3])=[O:37])=[O:31])([CH3:34])([CH3:35])[CH3:36]. The catalyst class is: 12.